Dataset: Peptide-MHC class I binding affinity with 185,985 pairs from IEDB/IMGT. Task: Regression. Given a peptide amino acid sequence and an MHC pseudo amino acid sequence, predict their binding affinity value. This is MHC class I binding data. (1) The peptide sequence is STCYVFGLY. The MHC is HLA-B07:02 with pseudo-sequence HLA-B07:02. The binding affinity (normalized) is 0. (2) The peptide sequence is SPAIFQCSM. The MHC is HLA-B44:03 with pseudo-sequence HLA-B44:03. The binding affinity (normalized) is 0.125.